This data is from Full USPTO retrosynthesis dataset with 1.9M reactions from patents (1976-2016). The task is: Predict the reactants needed to synthesize the given product. (1) Given the product [CH2:1]([N:4]1[C:12]2[C:7](=[C:8]([O:14][C:15]([F:17])([F:16])[F:18])[CH:9]=[CH:10][C:11]=2[F:13])[C:6]([C:19]([OH:24])=[O:25])=[CH:5]1)[CH2:2][CH3:3], predict the reactants needed to synthesize it. The reactants are: [CH2:1]([N:4]1[C:12]2[C:7](=[C:8]([O:14][C:15]([F:18])([F:17])[F:16])[CH:9]=[CH:10][C:11]=2[F:13])[C:6]([C:19](=[O:24])C(F)(F)F)=[CH:5]1)[CH2:2][CH3:3].[OH-:25].[Na+]. (2) Given the product [F:25][CH2:26][C@@H:27]1[CH2:31][CH2:30][CH2:29][N:28]1[CH2:6][CH2:7][C:8]1[O:9][C:10]2[CH:16]=[CH:15][C:14]([C:17]3[CH:22]=[CH:21][C:20]([C:23]#[N:24])=[CH:19][CH:18]=3)=[CH:13][C:11]=2[CH:12]=1, predict the reactants needed to synthesize it. The reactants are: CS(O[CH2:6][CH2:7][C:8]1[O:9][C:10]2[CH:16]=[CH:15][C:14]([C:17]3[CH:22]=[CH:21][C:20]([C:23]#[N:24])=[CH:19][CH:18]=3)=[CH:13][C:11]=2[CH:12]=1)(=O)=O.[F:25][CH2:26][C@@H:27]1[CH2:31][CH2:30][CH2:29][NH:28]1.